From a dataset of Full USPTO retrosynthesis dataset with 1.9M reactions from patents (1976-2016). Predict the reactants needed to synthesize the given product. (1) Given the product [F:1][C:2]1[CH:3]=[C:4]([NH:9][C:10](=[O:11])[C:12]2[CH:13]=[C:14]([S:19](=[O:21])(=[O:20])[NH:35][C:30]([CH2:33][CH3:34])([CH3:32])[CH3:31])[CH:15]=[CH:16][C:17]=2[F:18])[CH:5]=[CH:6][C:7]=1[F:8], predict the reactants needed to synthesize it. The reactants are: [F:1][C:2]1[CH:3]=[C:4]([NH:9][C:10]([C:12]2[CH:13]=[C:14]([S:19](Cl)(=[O:21])=[O:20])[CH:15]=[CH:16][C:17]=2[F:18])=[O:11])[CH:5]=[CH:6][C:7]=1[F:8].CCN(CC)CC.[C:30]([NH2:35])([CH2:33][CH3:34])([CH3:32])[CH3:31]. (2) Given the product [NH2:59][CH2:19][C:14]1[C:15]2[CH2:16][S:17][N:18]=[C:9]([N:8]([C:38]([O:40][C:41]([CH3:44])([CH3:42])[CH3:43])=[O:39])[C:6]([O:5][C:1]([CH3:2])([CH3:3])[CH3:4])=[O:7])[C:10]3=[N:26][N:25]([CH2:27][C:28]4[C:33]([CH3:34])=[C:32]([O:35][CH3:36])[C:31]([CH3:37])=[CH:30][N:29]=4)[N:24]=[C:12]([C:11]=23)[CH:13]=1, predict the reactants needed to synthesize it. The reactants are: [C:1]([O:5][C:6]([N:8]([C:38]([O:40][C:41]([CH3:44])([CH3:43])[CH3:42])=[O:39])[C:9]1[C:10]2[C:11]3[C:12](=[N:24][N:25]([CH2:27][C:28]4[C:33]([CH3:34])=[C:32]([O:35][CH3:36])[C:31]([CH3:37])=[CH:30][N:29]=4)[N:26]=2)[CH:13]=[C:14]([CH2:19]C(OC)=O)[C:15]=3[CH2:16][S:17][N:18]=1)=[O:7])([CH3:4])([CH3:3])[CH3:2].C1(P([N:59]=[N+]=[N-])(C2C=CC=CC=2)=O)C=CC=CC=1.C(N(CC)CC)C. (3) The reactants are: C(OC([N:8]([C:17]1[CH:22]=[CH:21][C:20]([C:23]2[N:27]3[N:28]=[CH:29][CH:30]=[C:31]([N:32]4[CH2:37][CH2:36][O:35][CH2:34][CH2:33]4)[C:26]3=[N:25][C:24]=2[C:38]#[C:39][C:40]2[CH:49]=[CH:48][C:47]3[C:42](=[CH:43][CH:44]=[CH:45][CH:46]=3)[N:41]=2)=[CH:19][N:18]=1)[CH2:9][C:10]([O:12]C(C)(C)C)=[O:11])=O)(C)(C)C.[C:50]([OH:56])([C:52]([F:55])([F:54])[F:53])=[O:51].C(Cl)Cl. Given the product [F:53][C:52]([F:55])([F:54])[C:50]([OH:56])=[O:51].[O:35]1[CH2:36][CH2:37][N:32]([C:31]2[C:26]3[N:27]([C:23]([C:20]4[CH:21]=[CH:22][C:17]([NH:8][CH2:9][C:10]([OH:12])=[O:11])=[N:18][CH:19]=4)=[C:24]([C:38]#[C:39][C:40]4[CH:49]=[CH:48][C:47]5[C:42](=[CH:43][CH:44]=[CH:45][CH:46]=5)[N:41]=4)[N:25]=3)[N:28]=[CH:29][CH:30]=2)[CH2:33][CH2:34]1, predict the reactants needed to synthesize it. (4) Given the product [CH3:1][N:2]([CH2:23][CH:24]1[CH2:28][CH2:27][N:26]([S:41]([CH2:38][CH2:39][CH3:40])(=[O:43])=[O:42])[CH2:25]1)[S:3]([N:6]1[C:11]2([CH2:13][CH2:12]2)[CH2:10][N:9]([C:14]2[C:15]3[CH:22]=[CH:21][NH:20][C:16]=3[N:17]=[CH:18][N:19]=2)[CH2:8][CH2:7]1)(=[O:4])=[O:5], predict the reactants needed to synthesize it. The reactants are: [CH3:1][N:2]([CH2:23][CH:24]1[CH2:28][CH2:27][NH:26][CH2:25]1)[S:3]([N:6]1[C:11]2([CH2:13][CH2:12]2)[CH2:10][N:9]([C:14]2[C:15]3[CH:22]=[CH:21][NH:20][C:16]=3[N:17]=[CH:18][N:19]=2)[CH2:8][CH2:7]1)(=[O:5])=[O:4].CCN(C(C)C)C(C)C.[CH2:38]([S:41](Cl)(=[O:43])=[O:42])[CH2:39][CH3:40].